This data is from Reaction yield outcomes from USPTO patents with 853,638 reactions. The task is: Predict the reaction yield, written as a fraction of the theoretical maximum amount of product (1.0 means a 100% yield; for example, 0.34 means a 34% yield). (1) The reactants are CO.[NH2:3][C:4]1[C:9]([C:10]2[O:14][N:13]=[C:12]([CH2:15][C:16]3[CH:21]=[CH:20][C:19]([OH:22])=[CH:18][CH:17]=3)[CH:11]=2)=[CH:8][CH:7]=[C:6]([NH2:23])[N:5]=1.[OH-].[Na+].[Cl:26][C:27]1[CH:32]=[N:31][CH:30]=[C:29](Cl)[N:28]=1. The catalyst is CN(C)C=O. The product is [Cl:26][C:27]1[N:28]=[C:29]([O:22][C:19]2[CH:20]=[CH:21][C:16]([CH2:15][C:12]3[CH:11]=[C:10]([C:9]4[C:4]([NH2:3])=[N:5][C:6]([NH2:23])=[CH:7][CH:8]=4)[O:14][N:13]=3)=[CH:17][CH:18]=2)[CH:30]=[N:31][CH:32]=1. The yield is 0.670. (2) The reactants are [CH3:1][N:2]([CH3:16])[C:3]1[N:4]=[C:5](O)[C:6]2[C:11]([CH:12]=1)=[CH:10][C:9]([O:13][CH3:14])=[CH:8][CH:7]=2.O=P(Cl)(Cl)[Cl:19]. No catalyst specified. The product is [Cl:19][C:5]1[C:6]2[C:11](=[CH:10][C:9]([O:13][CH3:14])=[CH:8][CH:7]=2)[CH:12]=[C:3]([N:2]([CH3:16])[CH3:1])[N:4]=1. The yield is 0.530. (3) The reactants are [C:1](Cl)(=[O:4])[CH2:2][CH3:3].[NH2:6][C:7]1[C:8]([C:24]([NH2:26])=[O:25])=[N:9][N:10]([CH2:13][C:14]2[C:22]([Br:23])=[CH:21][C:17]3[O:18][CH2:19][O:20][C:16]=3[CH:15]=2)[C:11]=1[CH3:12].CCN(CC)CC.O. The catalyst is C(Cl)Cl. The product is [Br:23][C:22]1[C:14]([CH2:13][N:10]2[C:11]([CH3:12])=[C:7]([NH:6][C:1](=[O:4])[CH2:2][CH3:3])[C:8]([C:24]([NH2:26])=[O:25])=[N:9]2)=[CH:15][C:16]2[O:20][CH2:19][O:18][C:17]=2[CH:21]=1. The yield is 0.480.